From a dataset of Full USPTO retrosynthesis dataset with 1.9M reactions from patents (1976-2016). Predict the reactants needed to synthesize the given product. (1) Given the product [CH:5]1[C:21]2[CH2:20][C@H:19]3[N:22]([CH2:24][CH2:25][C@@:11]45[C@H:18]3[CH:17]=[CH:16][C@H:14]([OH:15])[C@@H:12]4[O:13][C:9]([C:10]=25)=[C:7]([OH:8])[CH:6]=1)[CH3:23], predict the reactants needed to synthesize it. The reactants are: O.O.O.Cl.[CH:5]1[C:21]2[CH2:20][C@H:19]3[N:22]([CH2:24][CH2:25][C@@:11]45[C@H:18]3[CH:17]=[CH:16][C@H:14]([OH:15])[C@@H:12]4[O:13][C:9]([C:10]=25)=[C:7]([OH:8])[CH:6]=1)[CH3:23].C(=O)([O-])O.[Na+]. (2) Given the product [C:1]([O:5][C:6]([N:8]1[CH2:13][CH2:12][CH:11]([NH:24][CH2:23][CH2:22][NH:21][C:20]([O:19][C:15]([CH3:18])([CH3:17])[CH3:16])=[O:25])[CH2:10][CH2:9]1)=[O:7])([CH3:4])([CH3:3])[CH3:2], predict the reactants needed to synthesize it. The reactants are: [C:1]([O:5][C:6]([N:8]1[CH2:13][CH2:12][C:11](=O)[CH2:10][CH2:9]1)=[O:7])([CH3:4])([CH3:3])[CH3:2].[C:15]([O:19][C:20](=[O:25])[NH:21][CH2:22][CH2:23][NH2:24])([CH3:18])([CH3:17])[CH3:16].C(O[BH-](OC(=O)C)OC(=O)C)(=O)C.[Na+].CO. (3) Given the product [OH:27][CH:13]1[CH:14]([N:16]2[CH:24]=[N:23][C:22]3[C:17]2=[N:18][CH:19]=[N:20][C:21]=3[NH:25][CH3:26])[O:15][CH:11]([CH:10]=[CH:9][P:4](=[O:3])([OH:6])[OH:5])[CH2:12]1, predict the reactants needed to synthesize it. The reactants are: C([O:3][P:4]([CH:9]=[CH:10][CH:11]1[O:15][CH:14]([N:16]2[CH:24]=[N:23][C:22]3[C:17]2=[N:18][CH:19]=[N:20][C:21]=3[NH:25][CH3:26])[CH:13]([O:27]C(=O)C2C=CC=CC=2)[CH2:12]1)([O:6]CC)=[O:5])C.C[Si](Br)(C)C. (4) Given the product [NH2:20][C:13]1[CH:14]=[C:15]([CH:18]=[CH:19][C:12]=1[NH:11][CH2:10][C:8](=[O:9])[NH:7][CH:1]1[CH2:2][CH2:3][CH2:4][CH2:5][CH2:6]1)[C:16]#[N:17], predict the reactants needed to synthesize it. The reactants are: [CH:1]1([NH:7][C:8]([CH2:10][NH:11][C:12]2[CH:19]=[CH:18][C:15]([C:16]#[N:17])=[CH:14][C:13]=2[N+:20]([O-])=O)=[O:9])[CH2:6][CH2:5][CH2:4][CH2:3][CH2:2]1. (5) Given the product [NH2:48][C@H:47]([C:46]([NH:45][CH2:44][CH2:43][CH2:42][NH:41][C@H:40]([C:69]([O:71][C:72]([CH3:75])([CH3:74])[CH3:73])=[O:70])[C@H:39]([CH:10]1[C@@H:9]([O:8][Si:1]([C:4]([CH3:7])([CH3:6])[CH3:5])([CH3:2])[CH3:3])[C@@H:13]([O:14][Si:15]([C:18]([CH3:21])([CH3:20])[CH3:19])([CH3:16])[CH3:17])[C@H:12]([N:22]2[CH:27]=[CH:26][C:25](=[O:28])[N:24]([CH2:29][C:30]3[CH:31]=[CH:32][C:33]([O:36][CH3:37])=[CH:34][CH:35]=3)[C:23]2=[O:38])[O:11]1)[OH:76])=[O:68])[CH2:59][CH2:60][C:61]([O:63][C:64]([CH3:65])([CH3:66])[CH3:67])=[O:62], predict the reactants needed to synthesize it. The reactants are: [Si:1]([O:8][C@H:9]1[C@@H:13]([O:14][Si:15]([C:18]([CH3:21])([CH3:20])[CH3:19])([CH3:17])[CH3:16])[C@H:12]([N:22]2[CH:27]=[CH:26][C:25](=[O:28])[N:24]([CH2:29][C:30]3[CH:35]=[CH:34][C:33]([O:36][CH3:37])=[CH:32][CH:31]=3)[C:23]2=[O:38])[O:11][CH:10]1[C@H:39]([OH:76])[C@@H:40]([C:69]([O:71][C:72]([CH3:75])([CH3:74])[CH3:73])=[O:70])[NH:41][CH2:42][CH2:43][CH2:44][NH:45][C:46](=[O:68])[C@H:47]([CH2:59][CH2:60][C:61]([O:63][C:64]([CH3:67])([CH3:66])[CH3:65])=[O:62])[NH:48]C(=O)OCC1C=CC=CC=1)([C:4]([CH3:7])([CH3:6])[CH3:5])([CH3:3])[CH3:2]. (6) The reactants are: CO[CH:3](OC)[CH2:4][C:5]([CH3:8])([OH:7])[CH3:6].[CH3:11][C:12]([S:15]([NH2:17])=[O:16])([CH3:14])[CH3:13].S([O-])([O-])(=O)=O.[Mg+2].CC1C=CC(S(O)(=O)=O)=CC=1.O. Given the product [OH:7][C:5]([CH3:8])([CH3:6])[CH2:4]/[CH:3]=[N:17]/[S:15]([C:12]([CH3:14])([CH3:13])[CH3:11])=[O:16], predict the reactants needed to synthesize it. (7) Given the product [F:1][C:2]1[C:7]([F:8])=[C:6]([F:9])[C:5]([F:10])=[C:4]([F:11])[C:3]=1[C:12](=[O:15])[CH2:13][S:16][C:17]#[N:18], predict the reactants needed to synthesize it. The reactants are: [F:1][C:2]1[C:7]([F:8])=[C:6]([F:9])[C:5]([F:10])=[C:4]([F:11])[C:3]=1[C:12](=[O:15])[CH2:13]Br.[S-:16][C:17]#[N:18].[NH4+].C(=O)(O)[O-].[Na+].